From a dataset of Reaction yield outcomes from USPTO patents with 853,638 reactions. Predict the reaction yield, written as a fraction of the theoretical maximum amount of product (1.0 means a 100% yield; for example, 0.34 means a 34% yield). (1) The reactants are C(#N)C.Cl[C:5]1[CH:10]=[CH:9][N:8]=[C:7]([N:11]2[C:23](=[O:24])[C:22]3[N:14]([C:15]4[C@@H:16]5[CH2:25][C@H:19]([C:20]=4[CH:21]=3)[CH2:18][CH2:17]5)[CH2:13][CH2:12]2)[C:6]=1[CH:26]=[O:27].[CH3:28][N:29]1[CH:34]=[C:33](B2OC(C)(C)C(C)(C)O2)[CH:32]=[C:31]([NH:44][C:45]2[CH:50]=[CH:49][C:48]([N:51]3[CH2:56][CH2:55][N:54]([CH:57]4[CH2:60][O:59][CH2:58]4)[CH2:53][C@@H:52]3[CH3:61])=[CH:47][N:46]=2)[C:30]1=[O:62].C([O-])(=O)C.[K+]. The catalyst is C1C=CC(P(C2C=CC=CC=2)[C-]2C=CC=C2)=CC=1.C1C=CC(P(C2C=CC=CC=2)[C-]2C=CC=C2)=CC=1.Cl[Pd]Cl.[Fe+2].O. The product is [CH3:28][N:29]1[C:30](=[O:62])[C:31]([NH:44][C:45]2[CH:50]=[CH:49][C:48]([N:51]3[CH2:56][CH2:55][N:54]([CH:57]4[CH2:58][O:59][CH2:60]4)[CH2:53][C@@H:52]3[CH3:61])=[CH:47][N:46]=2)=[CH:32][C:33]([C:5]2[CH:10]=[CH:9][N:8]=[C:7]([N:11]3[C:23](=[O:24])[C:22]4[N:14]([C:15]5[C@@H:16]6[CH2:25][C@H:19]([C:20]=5[CH:21]=4)[CH2:18][CH2:17]6)[CH2:13][CH2:12]3)[C:6]=2[CH:26]=[O:27])=[CH:34]1. The yield is 0.290. (2) The reactants are [Cl:1][C:2]1[N:3]=[C:4]([N:13]2[CH2:18][CH2:17][O:16][CH2:15][CH2:14]2)[C:5]2[N:10]=[C:9]([CH:11]=O)[S:8][C:6]=2[N:7]=1.[N:19]1([CH:23]2[CH2:28][CH2:27][NH:26][CH2:25][CH2:24]2)[CH2:22][CH2:21][CH2:20]1.C(O[BH-](OC(=O)C)OC(=O)C)(=O)C.[Na+]. The catalyst is ClCCCl. The product is [N:19]1([CH:23]2[CH2:28][CH2:27][N:26]([CH2:11][C:9]3[S:8][C:6]4[N:7]=[C:2]([Cl:1])[N:3]=[C:4]([N:13]5[CH2:18][CH2:17][O:16][CH2:15][CH2:14]5)[C:5]=4[N:10]=3)[CH2:25][CH2:24]2)[CH2:22][CH2:21][CH2:20]1. The yield is 0.600. (3) The reactants are [Li][CH3:2].C[Si](Cl)(C)C.[CH2:8]([O:10][C:11](=[O:28])[CH:12]=[CH:13][C@@H:14]1[CH2:18][C:17]([F:20])([F:19])[CH2:16][N:15]1[C:21]([O:23][C:24]([CH3:27])([CH3:26])[CH3:25])=[O:22])[CH3:9]. The catalyst is C1COCC1.[Cu]I. The product is [CH2:8]([O:10][C:11](=[O:28])[CH2:12][CH:13]([C@@H:14]1[CH2:18][C:17]([F:20])([F:19])[CH2:16][N:15]1[C:21]([O:23][C:24]([CH3:27])([CH3:26])[CH3:25])=[O:22])[CH3:2])[CH3:9]. The yield is 0.594. (4) The product is [CH3:1][O:2][C:3](=[O:24])[CH2:4][CH:5]1[C:14]2[C:9](=[CH:10][C:11]([S:15]([C:18]3[CH:19]=[CH:20][CH:21]=[CH:22][CH:23]=3)(=[O:16])=[O:17])=[CH:12][CH:13]=2)[CH2:8][CH2:7][CH2:6]1. The yield is 0.922. The catalyst is CCOC(C)=O.[Pd]. The reactants are [CH3:1][O:2][C:3](=[O:24])[CH:4]=[C:5]1[C:14]2[C:9](=[CH:10][C:11]([S:15]([C:18]3[CH:23]=[CH:22][CH:21]=[CH:20][CH:19]=3)(=[O:17])=[O:16])=[CH:12][CH:13]=2)[CH2:8][CH2:7][CH2:6]1.[H][H]. (5) The reactants are Br[C:2]1[CH:3]=[CH:4][CH:5]=[C:6]2[C:11]=1[N:10]=[C:9]([C:12]([F:21])([F:20])[C:13]1[CH:18]=[CH:17][C:16]([F:19])=[CH:15][N:14]=1)[N:8]=[C:7]2[S:22][CH3:23].C1(P(C2C=CC=CC=2)C2C3[O:43][C:42]4C(=CC=CC=4P(C4C=CC=CC=4)C4C=CC=CC=4)C(C)(C)C=3C=CC=2)C=CC=CC=1.[O:66]1[CH2:69][CH:68]([NH2:70])[CH2:67]1.[O-]P([O-])([O-])=O.[K+].[K+].[K+]. The catalyst is C([O-])(=O)C.[Pd+2].C([O-])(=O)C.C1(C)C=CC=CC=1. The product is [F:20][C:12]([F:21])([C:13]1[CH:18]=[CH:17][C:16]([F:19])=[CH:15][N:14]=1)[C:9]1[N:8]=[C:7]([S:22][CH3:23])[C:6]2[C:11](=[C:2]([C:42]([NH:70][CH:68]3[CH2:69][O:66][CH2:67]3)=[O:43])[CH:3]=[CH:4][CH:5]=2)[N:10]=1. The yield is 0.260.